This data is from Peptide-MHC class II binding affinity with 134,281 pairs from IEDB. The task is: Regression. Given a peptide amino acid sequence and an MHC pseudo amino acid sequence, predict their binding affinity value. This is MHC class II binding data. (1) The peptide sequence is FFALCVLGLVAAALP. The MHC is DRB1_0101 with pseudo-sequence DRB1_0101. The binding affinity (normalized) is 0.861. (2) The peptide sequence is GELQIVDKIDSAFKI. The MHC is DRB1_1101 with pseudo-sequence DRB1_1101. The binding affinity (normalized) is 0.609. (3) The peptide sequence is LISWGHYPLHLRYYR. The MHC is DRB1_0404 with pseudo-sequence DRB1_0404. The binding affinity (normalized) is 0.355. (4) The peptide sequence is KCIEAEKAQHGA. The MHC is DRB1_0401 with pseudo-sequence DRB1_0401. The binding affinity (normalized) is 0.534. (5) The peptide sequence is GCGSCFEIKCTKPEA. The MHC is DRB3_0101 with pseudo-sequence DRB3_0101. The binding affinity (normalized) is 0.160.